Dataset: Full USPTO retrosynthesis dataset with 1.9M reactions from patents (1976-2016). Task: Predict the reactants needed to synthesize the given product. Given the product [Br:1][C:2]1[CH:7]=[CH:6][C:5]([CH2:8][O:9][CH2:14][CH2:15][O:16][CH3:17])=[C:4]([F:10])[CH:3]=1, predict the reactants needed to synthesize it. The reactants are: [Br:1][C:2]1[CH:7]=[CH:6][C:5]([CH2:8][OH:9])=[C:4]([F:10])[CH:3]=1.[H-].[Na+].Br[CH2:14][CH2:15][O:16][CH3:17].